Dataset: Catalyst prediction with 721,799 reactions and 888 catalyst types from USPTO. Task: Predict which catalyst facilitates the given reaction. (1) Reactant: [CH:1]([C:4]1[C:13]2[O:12][CH:11]([C:14]3[CH:19]=[CH:18][CH:17]=[CH:16][CH:15]=3)[C:10](=[O:20])[NH:9][C:8]=2[CH:7]=[CH:6][CH:5]=1)([CH3:3])[CH3:2].[H-].[Na+].Br[CH2:24][C:25]([O:27][CH3:28])=[O:26].C(O)(=O)CC(CC(O)=O)(C(O)=O)O. Product: [CH3:28][O:27][C:25](=[O:26])[CH2:24][N:9]1[C:8]2[CH:7]=[CH:6][CH:5]=[C:4]([CH:1]([CH3:3])[CH3:2])[C:13]=2[O:12][CH:11]([C:14]2[CH:15]=[CH:16][CH:17]=[CH:18][CH:19]=2)[C:10]1=[O:20]. The catalyst class is: 9. (2) Reactant: [Cl:1][C:2]1[CH:3]=[C:4]2[C:9](=[C:10]([F:12])[CH:11]=1)[O:8][C:7]([CH3:14])([CH3:13])[CH:6]=[C:5]2[CH2:15]O.C1(C)C=CC(S(OS(C2C=CC(C)=CC=2)(=O)=O)(=O)=O)=CC=1.C([N:40](CC)CC)C.N. Product: [Cl:1][C:2]1[CH:3]=[C:4]2[C:9](=[C:10]([F:12])[CH:11]=1)[O:8][C:7]([CH3:14])([CH3:13])[CH:6]=[C:5]2[CH2:15][NH2:40]. The catalyst class is: 98. (3) Reactant: ClC1C=CC=C(C(OO)=[O:9])C=1.[Cl:12][C:13]1[CH:18]=[C:17]([F:19])[CH:16]=[CH:15][C:14]=1[C:20]1[C:21]2[CH:29]=[CH:28][N:27]=[C:26]([C:30]3[C:35]([F:36])=[CH:34][CH:33]=[CH:32][C:31]=3[F:37])[C:22]=2[N:23]=[CH:24][N:25]=1. The catalyst class is: 4. Product: [Cl:12][C:13]1[CH:18]=[C:17]([F:19])[CH:16]=[CH:15][C:14]=1[C:20]1[C:21]2[CH:29]=[CH:28][N+:27]([O-:9])=[C:26]([C:30]3[C:35]([F:36])=[CH:34][CH:33]=[CH:32][C:31]=3[F:37])[C:22]=2[N:23]=[CH:24][N:25]=1.